Predict the product of the given reaction. From a dataset of Forward reaction prediction with 1.9M reactions from USPTO patents (1976-2016). The product is: [CH3:37][C:36]1[CH:21]=[CH:20][C:19]([S:16]([NH:6][C@H:34]([C:32]([NH:12][CH2:11][CH2:10][CH2:9][CH2:8][C@H:7]([N:6]([S:16]([C:19]2[CH:24]=[CH:23][C:22]([CH3:25])=[CH:21][CH:20]=2)(=[O:18])=[O:17])[CH2:2][CH:3]([CH3:4])[CH3:5])[C:13]([OH:15])=[O:14])=[O:33])[CH2:39][C:35]2[CH:4]=[CH:3][CH:2]=[CH:37][CH:36]=2)(=[O:28])=[O:26])=[CH:39][CH:35]=1. Given the reactants Cl.[CH2:2]([N:6]([S:16]([C:19]1[CH:24]=[CH:23][C:22]([CH3:25])=[CH:21][CH:20]=1)(=[O:18])=[O:17])[C@H:7]([C:13]([OH:15])=[O:14])[CH2:8][CH2:9][CH2:10][CH2:11][NH2:12])[CH:3]([CH3:5])[CH3:4].[OH-:26].[Na+].[OH2:28].CCO[C:32]([CH3:34])=[O:33].[CH2:35]1[CH2:39]O[CH2:37][CH2:36]1, predict the reaction product.